Dataset: Reaction yield outcomes from USPTO patents with 853,638 reactions. Task: Predict the reaction yield, written as a fraction of the theoretical maximum amount of product (1.0 means a 100% yield; for example, 0.34 means a 34% yield). (1) The yield is 0.980. The catalyst is C1COCC1. The product is [OH:29][CH:3]([O:2][CH3:1])[CH2:4][N:5]1[C:13]2[C:8](=[CH:9][C:10]([N:14]3[CH:19]=[CH:18][C:17]([CH2:20][CH2:21][C:22]4[CH:27]=[CH:26][CH:25]=[CH:24][CH:23]=4)=[CH:16][C:15]3=[O:28])=[CH:11][CH:12]=2)[CH:7]=[N:6]1. The reactants are [CH3:1][O:2][CH:3]([O:29]C)[CH2:4][N:5]1[C:13]2[C:8](=[CH:9][C:10]([N:14]3[CH:19]=[CH:18][C:17]([CH2:20][CH2:21][C:22]4[CH:27]=[CH:26][CH:25]=[CH:24][CH:23]=4)=[CH:16][C:15]3=[O:28])=[CH:11][CH:12]=2)[CH:7]=[N:6]1.Cl.O. (2) The reactants are [CH2:1]([S:3][C:4]([CH:6]1[CH2:15][C:14]2[C:9](=[CH:10][CH:11]=[C:12]([C:16]3[CH:21]=[CH:20][C:19]([C:22]([F:25])([F:24])[F:23])=[CH:18][CH:17]=3)[CH:13]=2)[N:8](C(OC(C)(C)C)=O)[C:7]1=[O:33])=[O:5])[CH3:2].FC(F)(F)C(O)=O. The catalyst is ClCCl. The product is [O:33]=[C:7]1[CH:6]([C:4](=[O:5])[S:3][CH2:1][CH3:2])[CH2:15][C:14]2[C:9](=[CH:10][CH:11]=[C:12]([C:16]3[CH:21]=[CH:20][C:19]([C:22]([F:25])([F:23])[F:24])=[CH:18][CH:17]=3)[CH:13]=2)[NH:8]1. The yield is 0.650. (3) The reactants are [N:1]1([C:6]2[CH:12]=[CH:11][C:9]([NH2:10])=[CH:8][CH:7]=2)[CH:5]=[CH:4][N:3]=[CH:2]1.C(N(CC)CC)C.Cl[C:21]1[C:26]([N+:27]([O-:29])=[O:28])=[CH:25][CH:24]=[C:23]([Cl:30])[N:22]=1. The catalyst is CO.C(OCC)(=O)C. The product is [N:1]1([C:6]2[CH:12]=[CH:11][C:9]([NH:10][C:21]3[C:26]([N+:27]([O-:29])=[O:28])=[CH:25][CH:24]=[C:23]([Cl:30])[N:22]=3)=[CH:8][CH:7]=2)[CH:5]=[CH:4][N:3]=[CH:2]1. The yield is 0.190. (4) The reactants are [CH3:1][O:2][C:3](=[O:18])[C:4]([CH3:17])([CH3:16])[CH2:5]/[CH:6]=[N:7]/[CH2:8][C:9]([O:11][C:12]([CH3:15])([CH3:14])[CH3:13])=[O:10].[Cl:19][C:20]1[C:21]([F:38])=[C:22](/[CH:26]=[C:27](/[C:30]2[CH:35]=[CH:34][C:33]([Cl:36])=[CH:32][C:31]=2[F:37])\[C:28]#[N:29])[CH:23]=[CH:24][CH:25]=1.C(N(CC)CC)C.C1CCN2C(=NCCC2)CC1. The catalyst is ClCCl.C(O)(C)(C)C. The product is [C:12]([O:11][C:9]([CH:8]1[CH:26]([C:22]2[CH:23]=[CH:24][CH:25]=[C:20]([Cl:19])[C:21]=2[F:38])[C:27]([C:30]2[CH:35]=[CH:34][C:33]([Cl:36])=[CH:32][C:31]=2[F:37])([C:28]#[N:29])[CH:6]([CH2:5][C:4]([C:3]([O:2][CH3:1])=[O:18])([CH3:17])[CH3:16])[NH:7]1)=[O:10])([CH3:13])([CH3:15])[CH3:14]. The yield is 0.200. (5) The reactants are Cl.Cl.[NH2:3][CH2:4][CH2:5][CH2:6][CH2:7][C:8]1[CH:23]=[CH:22][C:11]([O:12][CH2:13][C:14]([NH:16][C:17]2[NH:18][CH:19]=[CH:20][N:21]=2)=[O:15])=[CH:10][CH:9]=1.C(N(C(C)C)CC)(C)C.I.[NH2:34][C:35]1[C:36]([C:43]([NH:45][C:46](=[NH:49])SC)=[O:44])=[N:37][C:38]([Cl:42])=[C:39]([NH2:41])[N:40]=1. The catalyst is C(O)C.CO. The product is [NH2:34][C:35]1[C:36]([C:43]([N:45]=[C:46]([NH2:49])[NH:3][CH2:4][CH2:5][CH2:6][CH2:7][C:8]2[CH:23]=[CH:22][C:11]([O:12][CH2:13][C:14]([NH:16][C:17]3[NH:21][CH:20]=[CH:19][N:18]=3)=[O:15])=[CH:10][CH:9]=2)=[O:44])=[N:37][C:38]([Cl:42])=[C:39]([NH2:41])[N:40]=1. The yield is 0.290.